From a dataset of Full USPTO retrosynthesis dataset with 1.9M reactions from patents (1976-2016). Predict the reactants needed to synthesize the given product. (1) Given the product [Si:15]([O:22][CH:23]([CH2:34][O:35][C:36]1[CH:41]=[CH:40][CH:39]=[C:38]([C:6]2[N:5]=[C:4]3[N:9]([CH:12]([CH3:14])[CH3:13])[N:10]=[CH:11][C:3]3=[C:2]([Cl:1])[CH:7]=2)[CH:37]=1)[CH2:24][N:25]([CH3:33])[C:26](=[O:32])[O:27][C:28]([CH3:30])([CH3:31])[CH3:29])([C:18]([CH3:19])([CH3:20])[CH3:21])([CH3:17])[CH3:16], predict the reactants needed to synthesize it. The reactants are: [Cl:1][C:2]1[CH:7]=[C:6](Cl)[N:5]=[C:4]2[N:9]([CH:12]([CH3:14])[CH3:13])[N:10]=[CH:11][C:3]=12.[Si:15]([O:22][CH:23]([CH2:34][O:35][C:36]1[CH:41]=[CH:40][CH:39]=[C:38](B2OC(C)(C)C(C)(C)O2)[CH:37]=1)[CH2:24][N:25]([CH3:33])[C:26](=[O:32])[O:27][C:28]([CH3:31])([CH3:30])[CH3:29])([C:18]([CH3:21])([CH3:20])[CH3:19])([CH3:17])[CH3:16].C([O-])(O)=O.[Na+]. (2) Given the product [C:12]([O:11][C:9](=[O:10])[NH:8][C:7]1[CH:6]=[CH:5][N:4]=[CH:3][C:2]=1[NH2:1])([CH3:15])([CH3:14])[CH3:13], predict the reactants needed to synthesize it. The reactants are: [NH2:1][C:2]1[CH:3]=[N:4][CH:5]=[CH:6][C:7]=1[NH2:8].[C:9](O[C:9]([O:11][C:12]([CH3:15])([CH3:14])[CH3:13])=[O:10])([O:11][C:12]([CH3:15])([CH3:14])[CH3:13])=[O:10].Cl.